From a dataset of Full USPTO retrosynthesis dataset with 1.9M reactions from patents (1976-2016). Predict the reactants needed to synthesize the given product. (1) Given the product [N:44]1[CH:45]=[CH:46][CH:47]=[CH:48][C:43]=1[NH:42][CH2:41][CH2:40][CH2:39][O:19][C:20]1[CH:21]=[C:22]2[C:26](=[CH:27][CH:28]=1)[NH:25][C:24]([CH2:29][CH:30]([CH2:35][CH2:36][CH3:37])[C:31]([O:33][CH3:34])=[O:32])=[CH:23]2, predict the reactants needed to synthesize it. The reactants are: N(C(N1CCCCC1)=O)=NC(N1CCCCC1)=O.[OH:19][C:20]1[CH:21]=[C:22]2[C:26](=[CH:27][CH:28]=1)[NH:25][C:24]([CH2:29][CH:30]([CH2:35][CH2:36][CH3:37])[C:31]([O:33][CH3:34])=[O:32])=[CH:23]2.O[CH2:39][CH2:40][CH2:41][NH:42][C:43]1[CH:48]=[CH:47][CH:46]=[CH:45][N:44]=1.C(P(CCCC)CCCC)CCC. (2) Given the product [CH3:1][N:2]([CH2:16][CH2:17][C:18]1[CH:23]=[CH:22][CH:21]=[CH:20][C:19]=1[OH:24])[C:3](=[S:15])[NH:4][C:5]1[CH:14]=[CH:13][CH:12]=[CH:11][C:6]=1[C:7]([OH:9])=[O:8], predict the reactants needed to synthesize it. The reactants are: [CH3:1][N:2]([CH2:16][CH2:17][C:18]1[CH:23]=[CH:22][CH:21]=[CH:20][C:19]=1[OH:24])[C:3](=[S:15])[NH:4][C:5]1[CH:14]=[CH:13][CH:12]=[CH:11][C:6]=1[C:7]([O:9]C)=[O:8].[OH-].[Li+]. (3) Given the product [P:17]([O:16][CH2:15][CH2:21][N+:22]([CH3:25])([CH3:24])[CH3:23])([OH:19])([OH:20])=[O:18].[P:134]([O:133][CH2:132][CH2:138][N+:139]([CH3:142])([CH3:141])[CH3:140])([OH:136])([OH:137])=[S:135], predict the reactants needed to synthesize it. The reactants are: C([CH:15]([CH2:21][N+:22]([CH3:25])([CH3:24])[CH3:23])[O:16][P:17]([OH:20])([OH:19])=[O:18])CCCCCCCCCCCCC.C(C(C[N+](C)(C)C)OP(O)(O)=O)(=O)CCCCCCCCCCCCCCCCCCCCC.C(O)CCCCCCCCCCCCC.C(O)(=O)CCCCCCCCCCCCCCCCCCCCC.C(O)CCCCCCCCCCCCCCC.C([CH:132]([CH2:138][N+:139]([CH3:142])([CH3:141])[CH3:140])[O:133][P:134]([OH:137])([OH:136])=[S:135])CCCCCCCCCCCCCCC.P(Cl)(Cl)(Cl)=S. (4) Given the product [C:2]([O:6][C:7](=[O:14])[C@@H:8]([C:10]([CH3:13])([CH3:12])[CH3:11])[NH:9][S:33]([C:30]1[CH:31]=[C:32]2[C:27]([C:26]([Cl:37])=[CH:25][N:24]=[C:23]2[Cl:22])=[CH:28][CH:29]=1)(=[O:35])=[O:34])([CH3:5])([CH3:4])[CH3:3], predict the reactants needed to synthesize it. The reactants are: Cl.[C:2]([O:6][C:7](=[O:14])[C@@H:8]([C:10]([CH3:13])([CH3:12])[CH3:11])[NH2:9])([CH3:5])([CH3:4])[CH3:3].CCN(CC)CC.[Cl:22][C:23]1[C:32]2[C:27](=[CH:28][CH:29]=[C:30]([S:33](Cl)(=[O:35])=[O:34])[CH:31]=2)[C:26]([Cl:37])=[CH:25][N:24]=1. (5) Given the product [CH2:27]([N:24]1[CH2:25][CH2:26][N:21]2[N:20]=[C:19]([NH:18][C:16]3[C:15](=[O:30])[N:14]([CH3:31])[CH:13]=[C:12]([C:11]4[CH:10]=[CH:9][N:8]=[C:7]([N:32]5[CH2:44][CH2:43][N:35]6[C:36]7[CH2:37][CH2:38][CH2:39][CH2:40][C:41]=7[CH:42]=[C:34]6[C:33]5=[O:45])[C:6]=4[CH2:5][OH:4])[CH:17]=3)[CH:29]=[C:22]2[CH2:23]1)[CH3:28], predict the reactants needed to synthesize it. The reactants are: C([O:4][CH2:5][C:6]1[C:7]([N:32]2[CH2:44][CH2:43][N:35]3[C:36]4[CH2:37][CH2:38][CH2:39][CH2:40][C:41]=4[CH:42]=[C:34]3[C:33]2=[O:45])=[N:8][CH:9]=[CH:10][C:11]=1[C:12]1[CH:17]=[C:16]([NH:18][C:19]2[CH:29]=[C:22]3[CH2:23][N:24]([CH2:27][CH3:28])[CH2:25][CH2:26][N:21]3[N:20]=2)[C:15](=[O:30])[N:14]([CH3:31])[CH:13]=1)(=O)C.O.[OH-].[Li+]. (6) Given the product [CH2:11]([N:9]1[CH2:10][C:6]2([CH2:4][OH:3])[CH2:20][CH2:19][CH2:18][CH:7]2[CH2:8]1)[C:12]1[CH:13]=[CH:14][CH:15]=[CH:16][CH:17]=1, predict the reactants needed to synthesize it. The reactants are: [H-].C[O:3][C:4]([C:6]12[CH2:20][CH2:19][CH2:18][CH:7]1[CH2:8][N:9]([CH2:11][C:12]1[CH:17]=[CH:16][CH:15]=[CH:14][CH:13]=1)[CH2:10]2)=O.[H-].[Al+3].[H-].[H-].[BH4-].